This data is from B-cell epitopes from IEDB database with 3,159 antigens for binding position prediction. The task is: Token-level Classification. Given an antigen amino acid sequence, predict which amino acid positions are active epitope sites capable of antibody binding. Output is a list of indices for active positions. The epitope positions are: [233, 234, 235, 236, 237, 238, 239, 240, 241, 242, 243, 244, 245, 246]. The amino acids at these positions are: FTNRRCDSNATNAR. Given the antigen sequence: MVQFLESFRGDNVCQWMADHIEVPVLIVGLYMVMVLYIPDAYMKNREPFDLRQLNMAWNLLLTVFSICGAYYCLPQLYRTIFVPEFTVHDYTNGGDIQWKGGVYNAFCNWNNNIFYDGPVGAFLCLFILSKIPEMIDTAFLVFQKKRVIFLHWYHHVTVMLYCWHSYMYKISGGLVFAGMNYGVHSIMYFYYFICSCGYRKYVRPSASLITFLQIAQMVVGMFTEVYTLHILYFTNRRCDSNATNARLGFMMYMSYFILFSKLFYESYLKPAPPRSAAAKHNDATAVPNGEPAAVKKAQ, which amino acid positions are active epitope sites?